Dataset: Reaction yield outcomes from USPTO patents with 853,638 reactions. Task: Predict the reaction yield, written as a fraction of the theoretical maximum amount of product (1.0 means a 100% yield; for example, 0.34 means a 34% yield). (1) The product is [CH2:15]([C:22]1[S:29][C:28]2[CH:27]=[C:26]([C:30]([O:32][CH2:33][CH3:34])=[O:31])[NH:25][C:24]=2[CH:23]=1)[C:16]1[CH:17]=[CH:18][CH:19]=[CH:20][CH:21]=1. The reactants are C(OC(C1NC2C=C(Br)SC=2C=1)=O)C.[CH2:15]([C:22]1[S:29][C:28]2[CH:27]=[C:26]([C:30]([O:32][CH2:33][CH3:34])=[O:31])[NH:25][C:24]=2[CH:23]=1)[C:16]1[CH:21]=[CH:20][CH:19]=[CH:18][CH:17]=1.[Br-].C([Zn+])C1C=CC=CC=1.C1COCC1.[Cl-].[NH4+]. The yield is 0.699. The catalyst is CN1C(=O)CCC1. (2) The product is [Cl:1][C:2]1[C:3]([CH3:18])=[C:4]([NH:10][C@H:11]([C@H:15]([OH:17])[CH3:16])[C:12]([NH:29][NH:28][C:26](=[O:27])[C:25]2[CH:24]=[CH:23][C:22]([N+:19]([O-:21])=[O:20])=[CH:31][CH:30]=2)=[O:14])[CH:5]=[CH:6][C:7]=1[C:8]#[N:9]. The reactants are [Cl:1][C:2]1[C:3]([CH3:18])=[C:4]([NH:10][C@H:11]([C@H:15]([OH:17])[CH3:16])[C:12]([OH:14])=O)[CH:5]=[CH:6][C:7]=1[C:8]#[N:9].[N+:19]([C:22]1[CH:31]=[CH:30][C:25]([C:26]([NH:28][NH2:29])=[O:27])=[CH:24][CH:23]=1)([O-:21])=[O:20].O.ON1C2C=CC=CC=2N=N1.Cl.CN(C)CCCN=C=NCC.C(N(CC)CC)C. The yield is 0.890. The catalyst is C1COCC1.